From a dataset of Catalyst prediction with 721,799 reactions and 888 catalyst types from USPTO. Predict which catalyst facilitates the given reaction. (1) Product: [CH2:1]([O:8][C:9]([N:11]1[CH2:15][CH2:14][CH2:13][C:12]1([C:16](=[O:26])[NH:17][C@@H:18]([C@H:23]([O:25][C:42](=[O:43])[CH3:41])[CH3:24])[C:19]([O:21][CH3:22])=[O:20])[CH2:27][C:28]1[CH:29]=[CH:30][CH:31]=[CH:32][CH:33]=1)=[O:10])[C:2]1[CH:7]=[CH:6][CH:5]=[CH:4][CH:3]=1. Reactant: [CH2:1]([O:8][C:9]([N:11]1[CH2:15][CH2:14][CH2:13][C:12]1([CH2:27][C:28]1[CH:33]=[CH:32][CH:31]=[CH:30][CH:29]=1)[C:16](=[O:26])[NH:17][C@@H:18]([C@H:23]([OH:25])[CH3:24])[C:19]([O:21][CH3:22])=[O:20])=[O:10])[C:2]1[CH:7]=[CH:6][CH:5]=[CH:4][CH:3]=1.CCN(CC)CC.[CH3:41][C:42](OC(C)=O)=[O:43]. The catalyst class is: 76. (2) Reactant: [OH:1][CH2:2][C:3]1([CH2:6][C:7]([OH:9])=[O:8])[CH2:5][CH2:4]1.[CH2:10](O)[CH3:11]. The catalyst class is: 65. Product: [OH:1][CH2:2][C:3]1([CH2:6][C:7]([O:9][CH2:10][CH3:11])=[O:8])[CH2:5][CH2:4]1. (3) Reactant: Cl[C:2]1[CH:7]=[C:6]([O:8][CH2:9][C:10]#[C:11][CH3:12])[N:5]=[CH:4][N:3]=1.C(=O)([O-])[O-].[K+].[K+].[C:19]([C:21]1[CH:26]=[CH:25][CH:24]=[CH:23][C:22]=1[OH:27])#[N:20].[Cl-].[NH4+]. The catalyst class is: 9. Product: [CH2:9]([O:8][C:6]1[CH:7]=[C:2]([O:27][C:22]2[CH:23]=[CH:24][CH:25]=[CH:26][C:21]=2[C:19]#[N:20])[N:3]=[CH:4][N:5]=1)[C:10]#[C:11][CH3:12]. (4) Reactant: C[O:2][C:3]([C@H:5]1[C@H:10]([CH3:11])[S:9][CH2:8][CH2:7][N:6]1[S:12]([C:15]1[CH:20]=[CH:19][C:18]([O:21][CH2:22][C:23]2[CH:28]=[C:27]([F:29])[CH:26]=[C:25]([F:30])[CH:24]=2)=[CH:17][CH:16]=1)(=[O:14])=[O:13])=[O:4].O.[OH-].[Li+].O1CCOCC1.Cl. Product: [F:30][C:25]1[CH:24]=[C:23]([CH:28]=[C:27]([F:29])[CH:26]=1)[CH2:22][O:21][C:18]1[CH:19]=[CH:20][C:15]([S:12]([N:6]2[CH2:7][CH2:8][S:9][C@@H:10]([CH3:11])[C@@H:5]2[C:3]([OH:4])=[O:2])(=[O:13])=[O:14])=[CH:16][CH:17]=1. The catalyst class is: 72. (5) Reactant: [CH:1]1([C:4]2[C:5]([N+:15]([O-:17])=[O:16])=[CH:6][C:7]([N+:12]([O-])=O)=[C:8]([CH:11]=2)[CH:9]=O)[CH2:3][CH2:2]1.ClC1C=CC([N:25]2[C:33](C(NC)=O)=[C:32]3[C:27](C=[C:29]([NH:41]S(C)(=O)=O)[C:30](C4CC4)=[CH:31]3)=N2)=CC=1.CC1C=CC(N)=NC=1.C1(P(C2C=CC=CC=2)C2C=CC=CC=2)C=CC=CC=1. Product: [CH:1]1([C:4]2[C:5]([N+:15]([O-:17])=[O:16])=[CH:6][C:7]3[C:8](=[CH:9][N:41]([C:29]4[CH:30]=[CH:31][C:32]([CH3:27])=[CH:33][N:25]=4)[N:12]=3)[CH:11]=2)[CH2:3][CH2:2]1. The catalyst class is: 271. (6) Reactant: C([O:3][C:4]([C:6]1[CH:7]=[N:8][N:9]([C:11]2[NH:15][C:14]3[CH:16]=[C:17]([F:21])[CH:18]=[C:19]([Br:20])[C:13]=3[N:12]=2)[CH:10]=1)=[O:5])C.[Li+].[OH-].C1COCC1. Product: [Br:20][C:19]1[C:13]2[N:12]=[C:11]([N:9]3[CH:10]=[C:6]([C:4]([OH:5])=[O:3])[CH:7]=[N:8]3)[NH:15][C:14]=2[CH:16]=[C:17]([F:21])[CH:18]=1. The catalyst class is: 6.